Dataset: Catalyst prediction with 721,799 reactions and 888 catalyst types from USPTO. Task: Predict which catalyst facilitates the given reaction. (1) Reactant: [N:1]1[C:9]2[CH:8]=[N:7][CH:6]=[N:5][C:4]=2[N:3]([CH2:10][C@@H:11]2[CH2:15][CH2:14][CH2:13][N:12]2C(OC(C)(C)C)=O)[N:2]=1. Product: [NH:12]1[CH2:13][CH2:14][CH2:15][C@H:11]1[CH2:10][N:3]1[C:4]2[N:5]=[CH:6][N:7]=[CH:8][C:9]=2[N:1]=[N:2]1. The catalyst class is: 157. (2) Reactant: [CH3:1][C:2]1[C:11](=[O:12])[C:10]2[C:5](=[CH:6][CH:7]=[C:8]([C:13]3[C:18]([C:19]([O:21]CC)=[O:20])=[CH:17][CH:16]=[CH:15][CH:14]=3)[CH:9]=2)[NH:4][C:3]=1[CH2:24][O:25][C:26]1[CH:31]=[CH:30][CH:29]=[C:28]([O:32][CH2:33][CH:34]2[CH2:39][CH2:38][O:37][CH2:36][CH2:35]2)[CH:27]=1.C1COCC1.[OH-].[K+].Cl. Product: [CH3:1][C:2]1[C:11](=[O:12])[C:10]2[C:5](=[CH:6][CH:7]=[C:8]([C:13]3[C:18]([C:19]([OH:21])=[O:20])=[CH:17][CH:16]=[CH:15][CH:14]=3)[CH:9]=2)[NH:4][C:3]=1[CH2:24][O:25][C:26]1[CH:31]=[CH:30][CH:29]=[C:28]([O:32][CH2:33][CH:34]2[CH2:35][CH2:36][O:37][CH2:38][CH2:39]2)[CH:27]=1. The catalyst class is: 8.